Dataset: Catalyst prediction with 721,799 reactions and 888 catalyst types from USPTO. Task: Predict which catalyst facilitates the given reaction. (1) Reactant: [N:1]([CH:4]([C:6]1[C:15]([C:16]2[CH:17]=[N:18][CH:19]=[C:20]([F:22])[CH:21]=2)=[C:14]2[C:9]([CH:10]=[CH:11][CH:12]=[N:13]2)=[CH:8][CH:7]=1)[CH3:5])=[N+]=[N-].CP(C)C.C(OCC)(=O)C. Product: [F:22][C:20]1[CH:21]=[C:16]([C:15]2[C:6]([CH:4]([NH2:1])[CH3:5])=[CH:7][CH:8]=[C:9]3[C:14]=2[N:13]=[CH:12][CH:11]=[CH:10]3)[CH:17]=[N:18][CH:19]=1. The catalyst class is: 30. (2) Reactant: [Cl:1][C:2]1[CH:15]=[C:14]2[C:5]([N:6]=[C:7]3[C:12](=[C:13]2[NH:16][CH2:17][CH2:18][CH2:19][CH2:20][C:21]2[N:26]=[C:25]([CH:27]=O)[C:24]([OH:29])=[CH:23][CH:22]=2)[CH2:11][CH2:10][CH2:9][CH2:8]3)=[CH:4][CH:3]=1.Cl.[NH2:31][OH:32].CC(O[Na])=O. Product: [Cl:1][C:2]1[CH:15]=[C:14]2[C:5]([N:6]=[C:7]3[C:12](=[C:13]2[NH:16][CH2:17][CH2:18][CH2:19][CH2:20][C:21]2[N:26]=[C:25]([CH:27]=[N:31][OH:32])[C:24]([OH:29])=[CH:23][CH:22]=2)[CH2:11][CH2:10][CH2:9][CH2:8]3)=[CH:4][CH:3]=1. The catalyst class is: 8. (3) Reactant: I[C:2]1[CH:25]=[CH:24][CH:23]=[CH:22][C:3]=1[C:4]([NH:6][C:7]1[CH:12]=[CH:11][C:10]([NH:13][CH2:14][CH2:15][C:16]2[CH:21]=[CH:20][CH:19]=[CH:18][N:17]=2)=[CH:9][CH:8]=1)=[O:5].[CH3:26][C:27]1[CH:28]=[C:29](B(O)O)[CH:30]=[CH:31][CH:32]=1.C(N(CC)CC)C.C(OCC)(=O)C. Product: [CH3:26][C:27]1[CH:32]=[C:31]([C:2]2[C:3]([C:4]([NH:6][C:7]3[CH:12]=[CH:11][C:10]([NH:13][CH2:14][CH2:15][C:16]4[CH:21]=[CH:20][CH:19]=[CH:18][N:17]=4)=[CH:9][CH:8]=3)=[O:5])=[CH:22][CH:23]=[CH:24][CH:25]=2)[CH:30]=[CH:29][CH:28]=1. The catalyst class is: 9.